This data is from Full USPTO retrosynthesis dataset with 1.9M reactions from patents (1976-2016). The task is: Predict the reactants needed to synthesize the given product. Given the product [OH:4][C:5]1[C:10]2[CH:11]=[CH:12][S:13][C:9]=2[CH:8]=[C:7]([C:14]([O:16][CH2:23][CH3:24])=[O:15])[CH:6]=1, predict the reactants needed to synthesize it. The reactants are: C([O:4][C:5]1[C:10]2[CH:11]=[CH:12][S:13][C:9]=2[CH:8]=[C:7]([C:14]([O-:16])=[O:15])[CH:6]=1)(=O)C.C(=O)([O-])[O-].[K+].[K+].[CH2:23](O)[CH3:24].